From a dataset of Full USPTO retrosynthesis dataset with 1.9M reactions from patents (1976-2016). Predict the reactants needed to synthesize the given product. Given the product [ClH:12].[Cl:12][C:11]1[CH:7]=[C:3]([C:4]([NH2:6])=[O:5])[C:1](=[NH:2])[N:16]([CH2:17][C:18]2[CH:23]=[C:22]([F:24])[CH:21]=[CH:20][C:19]=2[NH:25][S:26]([CH3:29])(=[O:28])=[O:27])[CH:10]=1, predict the reactants needed to synthesize it. The reactants are: [C:1]([CH:3]([CH:7]1[C:11]([Cl:12])=[C:10](Cl)C(=O)O1)[C:4]([NH2:6])=[O:5])#[N:2].Cl.[NH2:16][CH2:17][C:18]1[CH:23]=[C:22]([F:24])[CH:21]=[CH:20][C:19]=1[NH:25][S:26]([CH3:29])(=[O:28])=[O:27].C(=O)([O-])[O-].[K+].[K+].